Regression/Classification. Given a drug SMILES string, predict its absorption, distribution, metabolism, or excretion properties. Task type varies by dataset: regression for continuous measurements (e.g., permeability, clearance, half-life) or binary classification for categorical outcomes (e.g., BBB penetration, CYP inhibition). For this dataset (vdss_lombardo), we predict log10(VDss) (log10 of volume of distribution in L/kg). From a dataset of Volume of distribution at steady state (VDss) regression data from Lombardo et al.. (1) The molecule is NC(=O)CN1CC(O)CC1=O. The log10(VDss) is -0.260. (2) The log10(VDss) is 0.780. The molecule is COC(=O)c1cnc2n1CCc1ccccc1C2=C1CC[NH+](CCc2ccc(OCc3ccc4ccccc4n3)cc2)CC1. (3) The compound is CCCCCC/C=C\CCCCCCCCCC(=O)N[C@H]1[C@H](OC[C@H]2O[C@H](OP(=O)([O-])[O-])[C@H](NC(=O)CC(=O)CCCCCCCCCCC)[C@@H](OCCCCCCCCCC)[C@@H]2O)O[C@H](COC)[C@@H](OP(=O)([O-])[O-])[C@@H]1OCC[C@@H](CCCCCCC)OC. The log10(VDss) is -1.30. (4) The drug is COc1c(C)cc2c(c1O)C1C3Cc4c(OC(C)=O)c(C)c5c(c4C(CNC(=O)/C=C/c4cccc(C(F)(F)F)c4)N3C(O)C(C2)[NH+]1C)OCO5. The log10(VDss) is 1.10. (5) The log10(VDss) is -0.890. The drug is Cc1nnc(SCC2=C(C(=O)[O-])N3C(=O)C(NC(=O)Cn4cc(Cl)c(=O)c(Cl)c4)C3SC2)s1. (6) The log10(VDss) is 0.600. The drug is CC(C)C[C@H]1C(=O)N2CCC[C@H]2[C@]2(O)O[C@@](C)(NC(=O)[C@@H]3C[C@@H]4c5cccc6[nH]cc(c56)C[C@H]4N(C)C3)C(=O)N12. (7) The molecule is COc1cccc2c1C(=O)c1c(O)c3c(c(O)c1C2=O)CC(O)(C(=O)CO)CC3OC1CC([NH3+])C(I)C(C)O1. The log10(VDss) is 1.73. (8) The compound is CCC1(C)NC(=O)C(Cc2cccs2)NC(=O)C(Cc2ccccc2)NC(=O)CCCSCC(C(=O)N2CC(O)CC2C(=O)NC(CCCNC(N)=[NH2+])C(=O)NCC(N)=O)NC(=O)C(CC(N)=O)NC1=O. The log10(VDss) is -0.510. (9) The compound is C[NH+](C)CCc1c[nH]c2ccc(Cn3cncn3)cc12. The log10(VDss) is 0.280.